The task is: Predict which catalyst facilitates the given reaction.. This data is from Catalyst prediction with 721,799 reactions and 888 catalyst types from USPTO. (1) Reactant: S(Cl)([Cl:3])=O.[CH3:5]O.[NH2:7][C@@H:8]([CH2:12][CH2:13][CH2:14][NH:15][C:16]([O:18][CH2:19][C:20]1[CH:25]=[CH:24][CH:23]=[CH:22][CH:21]=1)=[O:17])[C:9]([OH:11])=[O:10]. Product: [ClH:3].[NH2:7][C@@H:8]([CH2:12][CH2:13][CH2:14][NH:15][C:16]([O:18][CH2:19][C:20]1[CH:25]=[CH:24][CH:23]=[CH:22][CH:21]=1)=[O:17])[C:9]([O:11][CH3:5])=[O:10]. The catalyst class is: 282. (2) Reactant: Cl[CH2:2][C:3]1[C:4]([N:9]2[CH2:13][CH2:12][C@H:11]([F:14])[CH2:10]2)=[N:5][CH:6]=[CH:7][CH:8]=1.[OH:15][C:16]1[C:25]2[C:24](=[O:26])[O:23][C:22]([CH3:28])([CH3:27])[O:21][C:20]=2[CH:19]=[CH:18][CH:17]=1.C(=O)([O-])[O-].[Cs+].[Cs+]. Product: [F:14][C@H:11]1[CH2:12][CH2:13][N:9]([C:4]2[C:3]([CH2:2][O:15][C:16]3[C:25]4[C:24](=[O:26])[O:23][C:22]([CH3:28])([CH3:27])[O:21][C:20]=4[CH:19]=[CH:18][CH:17]=3)=[CH:8][CH:7]=[CH:6][N:5]=2)[CH2:10]1. The catalyst class is: 3. (3) Reactant: [CH2:1]([O:8][C:9]([N:11]1[CH2:15][CH:14]2[CH:16]([O:19]C(=O)C3C=CC=CC=3)[CH2:17][CH2:18][CH:13]2[CH2:12]1)=[O:10])[C:2]1[CH:7]=[CH:6][CH:5]=[CH:4][CH:3]=1.C[O-].[Na+]. Product: [CH2:1]([O:8][C:9]([N:11]1[CH2:15][CH:14]2[CH:16]([OH:19])[CH2:17][CH2:18][CH:13]2[CH2:12]1)=[O:10])[C:2]1[CH:7]=[CH:6][CH:5]=[CH:4][CH:3]=1. The catalyst class is: 5. (4) Reactant: Br[C:2]1[CH:11]=[CH:10][CH:9]=[C:8]2[C:3]=1[CH:4]=[CH:5][NH:6][C:7]2=[O:12].[B:13]1([B:13]2[O:17][C:16]([CH3:19])([CH3:18])[C:15]([CH3:21])([CH3:20])[O:14]2)[O:17][C:16]([CH3:19])([CH3:18])[C:15]([CH3:21])([CH3:20])[O:14]1. Product: [CH3:20][C:15]1([CH3:21])[C:16]([CH3:19])([CH3:18])[O:17][B:13]([C:2]2[CH:11]=[CH:10][CH:9]=[C:8]3[C:3]=2[CH:4]=[CH:5][NH:6][C:7]3=[O:12])[O:14]1. The catalyst class is: 12. (5) Reactant: [C:1]([O:5][C:6]([N:8]1[CH2:13][CH2:12][N:11]2[C:14]([S:18][CH3:19])=[N:15][C:16](I)=[C:10]2[CH:9]1[CH2:20][CH2:21][C:22]1[CH:27]=[CH:26][C:25]([C:28]([F:31])([F:30])[F:29])=[CH:24][CH:23]=1)=[O:7])([CH3:4])([CH3:3])[CH3:2]. Product: [C:1]([O:5][C:6]([N:8]1[CH2:13][CH2:12][N:11]2[C:14]([S:18][CH3:19])=[N:15][C:16]([C:28]([F:31])([F:30])[F:29])=[C:10]2[CH:9]1[CH2:20][CH2:21][C:22]1[CH:27]=[CH:26][C:25]([C:28]([F:31])([F:30])[F:29])=[CH:24][CH:23]=1)=[O:7])([CH3:4])([CH3:3])[CH3:2]. The catalyst class is: 61. (6) Reactant: C(OC([N:8]1[CH2:12][C@@H:11]([CH2:13][N:14]([CH:31]([CH3:33])[CH3:32])[C:15](=[O:30])[C:16]2[CH:21]=[CH:20][C:19]([O:22][CH3:23])=[C:18]([O:24][CH2:25][CH2:26][CH2:27][O:28][CH3:29])[CH:17]=2)[C@H:10]([NH2:34])[CH2:9]1)=O)(C)(C)C.[Cl:35][C:36]1[CH:37]=[C:38]([CH2:42][S:43](Cl)(=[O:45])=[O:44])[CH:39]=[CH:40][CH:41]=1.CC#N.O.CC#N. Product: [Cl:35][C:36]1[CH:37]=[C:38]([CH2:42][S:43]([NH:34][C@@H:10]2[CH2:9][NH:8][CH2:12][C@H:11]2[CH2:13][N:14]([CH:31]([CH3:33])[CH3:32])[C:15](=[O:30])[C:16]2[CH:21]=[CH:20][C:19]([O:22][CH3:23])=[C:18]([O:24][CH2:25][CH2:26][CH2:27][O:28][CH3:29])[CH:17]=2)(=[O:45])=[O:44])[CH:39]=[CH:40][CH:41]=1. The catalyst class is: 6. (7) Reactant: Cl.Br[C:3]1[C:4]([Cl:16])=[CH:5][C:6]2[C@H:15]3[C@H:11]([CH2:12][NH:13][CH2:14]3)[O:10][CH2:9][C:7]=2[CH:8]=1.[CH3:17]B1OB(C)OB(C)O1.C(=O)([O-])[O-].[K+].[K+]. Product: [ClH:16].[Cl:16][C:4]1[C:3]([CH3:17])=[CH:8][C:7]2[CH2:9][O:10][C@@H:11]3[C@H:15]([C:6]=2[CH:5]=1)[CH2:14][NH:13][CH2:12]3. The catalyst class is: 77.